From a dataset of Reaction yield outcomes from USPTO patents with 853,638 reactions. Predict the reaction yield, written as a fraction of the theoretical maximum amount of product (1.0 means a 100% yield; for example, 0.34 means a 34% yield). (1) The product is [C:1]1([N:7]2[C:11]3[CH:12]=[CH:13][CH:14]=[CH:15][C:10]=3[N:9]=[C:8]2[C:16]2[CH:21]=[CH:20][C:19]([N:40]3[C:39]4[CH:38]=[CH:37][C:36]([C:26]5[C:27]6[S:28][C:29]7[CH:35]=[CH:34][CH:33]=[CH:32][C:30]=7[C:31]=6[CH:23]=[CH:24][CH:25]=5)=[CH:48][C:47]=4[C:46]4[C:41]3=[CH:42][CH:43]=[CH:44][CH:45]=4)=[CH:18][CH:17]=2)[CH:6]=[CH:5][CH:4]=[CH:3][CH:2]=1. The yield is 0.650. The reactants are [C:1]1([N:7]2[C:11]3[CH:12]=[CH:13][CH:14]=[CH:15][C:10]=3[N:9]=[C:8]2[C:16]2[CH:21]=[CH:20][C:19](Br)=[CH:18][CH:17]=2)[CH:6]=[CH:5][CH:4]=[CH:3][CH:2]=1.[CH:23]1[C:31]2[C:30]3[CH:32]=[CH:33][CH:34]=[CH:35][C:29]=3[S:28][C:27]=2[C:26]([C:36]2[CH:37]=[CH:38][C:39]3[NH:40][C:41]4[C:46]([C:47]=3[CH:48]=2)=[CH:45][CH:44]=[CH:43][CH:42]=4)=[CH:25][CH:24]=1.C(P(C(C)(C)C)C(C)(C)C)(C)(C)C.CC(C)([O-])C.[Na+]. The catalyst is C1(C)C=CC=CC=1.C1C=CC(/C=C/C(/C=C/C2C=CC=CC=2)=O)=CC=1.C1C=CC(/C=C/C(/C=C/C2C=CC=CC=2)=O)=CC=1.[Pd].CCCCCC. (2) The reactants are FC(F)(F)C(O)=O.C(OC([NH:15][C:16]1[C:21](=[O:22])[N:20]([CH2:23][C:24]2[CH:29]=[CH:28][C:27]([Cl:30])=[CH:26][CH:25]=2)[C:19]([S:31][CH3:32])=[N:18][CH:17]=1)=O)(C)(C)C. The catalyst is C(Cl)(Cl)Cl. The product is [NH2:15][C:16]1[C:21](=[O:22])[N:20]([CH2:23][C:24]2[CH:25]=[CH:26][C:27]([Cl:30])=[CH:28][CH:29]=2)[C:19]([S:31][CH3:32])=[N:18][CH:17]=1. The yield is 1.00.